This data is from Full USPTO retrosynthesis dataset with 1.9M reactions from patents (1976-2016). The task is: Predict the reactants needed to synthesize the given product. (1) Given the product [CH2:28]([C:27]1[C:18]([C:16]([C:13]2[CH:12]=[CH:11][C:10]([C:9]([OH:35])=[O:8])=[CH:15][CH:14]=2)=[O:17])=[CH:19][C:20]2[C:21]([CH3:34])([CH3:33])[CH2:22][CH2:23][C:24]([CH3:31])([CH3:32])[C:25]=2[CH:26]=1)[CH2:29][CH3:30], predict the reactants needed to synthesize it. The reactants are: C(OCC)(=O)C.C[O:8][C:9](=[O:35])[C:10]1[CH:15]=[CH:14][C:13]([C:16]([C:18]2[C:27]([CH2:28][CH2:29][CH3:30])=[CH:26][C:25]3[C:24]([CH3:32])([CH3:31])[CH2:23][CH2:22][C:21]([CH3:34])([CH3:33])[C:20]=3[CH:19]=2)=[O:17])=[CH:12][CH:11]=1. (2) Given the product [F:16][C:2]([F:1])([F:15])[C:3]1[CH:4]=[C:5]2[CH:11]=[CH:10][NH:9][C:6]2=[N:7][CH:8]=1.[CH3:11][CH2:10][C:12]([O-:14])=[O:13], predict the reactants needed to synthesize it. The reactants are: [F:1][C:2]([F:16])([F:15])[C:3]1[CH:4]=[C:5]2[CH:11]=[C:10]([C:12]([OH:14])=[O:13])[NH:9][C:6]2=[N:7][CH:8]=1.S(=O)(=O)(O)O. (3) Given the product [CH:1]1([N:6]2[CH2:12][C:11]([F:14])([F:13])[C:10](=[O:15])[N:9]([CH3:16])[C:8]3[CH:17]=[N:18][C:19]([NH:21][C:22]4[C:30]([O:31][CH3:32])=[CH:29][C:25]([C:26]([NH:34][CH:35]5[CH2:36][CH2:37][N:38]([C:41](=[O:43])[CH2:1][N:6]([CH3:12])[CH3:7])[CH2:39][CH2:40]5)=[O:28])=[C:24]([F:33])[CH:23]=4)=[N:20][C:7]2=3)[CH2:2][CH2:3][CH2:4][CH2:5]1, predict the reactants needed to synthesize it. The reactants are: [CH:1]1([N:6]2[CH2:12][C:11]([F:14])([F:13])[C:10](=[O:15])[N:9]([CH3:16])[C:8]3[CH:17]=[N:18][C:19]([NH:21][C:22]4[C:30]([O:31][CH3:32])=[CH:29][C:25]([C:26]([OH:28])=O)=[C:24]([F:33])[CH:23]=4)=[N:20][C:7]2=3)[CH2:5][CH2:4][CH2:3][CH2:2]1.[NH2:34][CH:35]1[CH2:40][CH2:39][N:38]([C:41]([O:43]C(C)(C)C)=O)[CH2:37][CH2:36]1. (4) Given the product [Cl:3][C:4]1[CH:5]=[CH:6][C:7]([CH2:10][N:11]2[C:15]3[CH:16]([OH:19])[CH2:17][CH2:18][C:14]=3[N:13]=[C:12]2[C:20]([CH3:23])([CH3:22])[CH3:21])=[CH:8][CH:9]=1, predict the reactants needed to synthesize it. The reactants are: [BH4-].[Na+].[Cl:3][C:4]1[CH:9]=[CH:8][C:7]([CH2:10][N:11]2[C:15]3[C:16](=[O:19])[CH2:17][CH2:18][C:14]=3[N:13]=[C:12]2[C:20]([CH3:23])([CH3:22])[CH3:21])=[CH:6][CH:5]=1. (5) Given the product [CH2:1]([C:3]1[CH:4]=[C:5]([CH:11]=[C:12]([C:30]([F:32])([F:31])[F:33])[C:13]=1[CH2:14][N:15]1[CH2:20][CH2:19][CH2:18][C@H:17]([N:21]([CH3:29])[C:22]([O:24][C:25]([CH3:28])([CH3:26])[CH3:27])=[O:23])[CH2:16]1)[C:6]([O:8][CH2:9][CH3:10])=[O:7])[CH3:2], predict the reactants needed to synthesize it. The reactants are: [CH:1]([C:3]1[CH:4]=[C:5]([CH:11]=[C:12]([C:30]([F:33])([F:32])[F:31])[C:13]=1[CH2:14][N:15]1[CH2:20][CH2:19][CH2:18][C@H:17]([N:21]([CH3:29])[C:22]([O:24][C:25]([CH3:28])([CH3:27])[CH3:26])=[O:23])[CH2:16]1)[C:6]([O:8][CH2:9][CH3:10])=[O:7])=[CH2:2].